Dataset: Forward reaction prediction with 1.9M reactions from USPTO patents (1976-2016). Task: Predict the product of the given reaction. (1) The product is: [Cl:34][C:31]1[CH:32]=[CH:33][C:28]([CH2:27][CH:19]2[N:16]3[C:17](=[O:18])[CH:12]([NH:11][C:8]([C:5]4[CH:4]=[N:3][C:2]([CH3:1])=[CH:7][N:6]=4)=[O:10])[CH2:13][N:14]([S:35]([C:38]4[CH:43]=[CH:42][C:41]([Cl:44])=[CH:40][C:39]=4[Cl:45])(=[O:37])=[O:36])[CH:15]3[CH2:22][N:21]([CH:23]([CH3:25])[CH3:24])[C:20]2=[O:26])=[CH:29][CH:30]=1. Given the reactants [CH3:1][C:2]1[N:3]=[CH:4][C:5]([C:8]([OH:10])=O)=[N:6][CH:7]=1.[NH2:11][CH:12]1[C:17](=[O:18])[N:16]2[CH:19]([CH2:27][C:28]3[CH:33]=[CH:32][C:31]([Cl:34])=[CH:30][CH:29]=3)[C:20](=[O:26])[N:21]([CH:23]([CH3:25])[CH3:24])[CH2:22][CH:15]2[N:14]([S:35]([C:38]2[CH:43]=[CH:42][C:41]([Cl:44])=[CH:40][C:39]=2[Cl:45])(=[O:37])=[O:36])[CH2:13]1, predict the reaction product. (2) Given the reactants [Cl:1][C:2]1[CH:3]=[C:4]([C:9]2[C:21]([CH3:22])=[CH:20][C:12]([C:13]([NH:15][S:16]([CH3:19])(=[O:18])=[O:17])=[O:14])=[C:11]([F:23])[CH:10]=2)[CH:5]=[N:6][C:7]=1Cl.[CH3:24][O:25][C:26]1[C:31](B(O)O)=[C:30]([CH3:35])[CH:29]=[CH:28][N:27]=1.P([O-])([O-])([O-])=O.[K+].[K+].[K+].O1CCOCC1, predict the reaction product. The product is: [Cl:1][C:2]1[C:7]([C:31]2[C:26]([O:25][CH3:24])=[N:27][CH:28]=[CH:29][C:30]=2[CH3:35])=[N:6][CH:5]=[C:4]([C:9]2[C:21]([CH3:22])=[CH:20][C:12]([C:13]([NH:15][S:16]([CH3:19])(=[O:18])=[O:17])=[O:14])=[C:11]([F:23])[CH:10]=2)[CH:3]=1.